This data is from Reaction yield outcomes from USPTO patents with 853,638 reactions. The task is: Predict the reaction yield, written as a fraction of the theoretical maximum amount of product (1.0 means a 100% yield; for example, 0.34 means a 34% yield). (1) The reactants are [NH2:1][C:2]1[CH:11]=[C:10]2[C:5]([C:6]([Br:16])=[N:7][N:8]([CH:13]([CH3:15])[CH3:14])[C:9]2=[O:12])=[CH:4][CH:3]=1.[H-].[Na+].[CH3:19][C:20]([O:23][C:24](O[C:24]([O:23][C:20]([CH3:22])([CH3:21])[CH3:19])=[O:25])=[O:25])([CH3:22])[CH3:21].O. The catalyst is CN(C=O)C. The product is [C:20]([O:23][C:24](=[O:25])[NH:1][C:2]1[CH:11]=[C:10]2[C:5](=[CH:4][CH:3]=1)[C:6]([Br:16])=[N:7][N:8]([CH:13]([CH3:14])[CH3:15])[C:9]2=[O:12])([CH3:22])([CH3:21])[CH3:19]. The yield is 0.880. (2) The reactants are [C:1]([NH:4][CH2:5][C@@H:6]1[O:10][C:9](=[O:11])[N:8]([C:12]2[CH:17]=[C:16]([F:18])[C:15]([N:19]3[CH2:24][CH2:23][C:22]([O:28][P:29](=[O:32])([OH:31])[OH:30])([CH2:25][O:26][CH3:27])[CH2:21][CH2:20]3)=[C:14]([F:33])[CH:13]=2)[CH2:7]1)(=[O:3])[CH3:2].C[O-].[Na+:36]. No catalyst specified. The product is [Na+:36].[Na+:36].[C:1]([NH:4][CH2:5][C@@H:6]1[O:10][C:9](=[O:11])[N:8]([C:12]2[CH:17]=[C:16]([F:18])[C:15]([N:19]3[CH2:24][CH2:23][C:22]([O:28][P:29](=[O:30])([O-:31])[O-:32])([CH2:25][O:26][CH3:27])[CH2:21][CH2:20]3)=[C:14]([F:33])[CH:13]=2)[CH2:7]1)(=[O:3])[CH3:2]. The yield is 0.920. (3) The reactants are Br[C:2]1[S:10][C:9]2[C:4](=[N:5][CH:6]=[CH:7][C:8]=2[O:11][C:12]2[CH:17]=[CH:16][C:15]([N+:18]([O-:20])=[O:19])=[CH:14][C:13]=2[F:21])[CH:3]=1.[CH3:22][O:23][C:24]1[N:29]=[CH:28][C:27](B(O)O)=[CH:26][CH:25]=1.[F-].[Cs+].C([O-])(O)=O.[Na+]. The catalyst is COCCOC.O. The product is [F:21][C:13]1[CH:14]=[C:15]([N+:18]([O-:20])=[O:19])[CH:16]=[CH:17][C:12]=1[O:11][C:8]1[CH:7]=[CH:6][N:5]=[C:4]2[CH:3]=[C:2]([C:27]3[CH:28]=[N:29][C:24]([O:23][CH3:22])=[CH:25][CH:26]=3)[S:10][C:9]=12. The yield is 0.320. (4) The reactants are [NH:1]1[CH2:6][CH2:5][NH:4][CH2:3][CH2:2]1.C(N(CC)CC)C.[CH3:14][CH:15]([S:17](Cl)(=[O:19])=[O:18])[CH3:16]. The catalyst is ClCCl. The product is [CH3:14][CH:15]([S:17]([N:1]1[CH2:6][CH2:5][NH:4][CH2:3][CH2:2]1)(=[O:19])=[O:18])[CH3:16]. The yield is 0.840. (5) The reactants are [Br:1][C:2]1[N:6]2[CH:7]=[C:8]([I:15])[CH:9]=[C:10]([C:11]([F:14])([F:13])[F:12])[C:5]2=[N:4][C:3]=1[C:16]([O:18]C)=[O:17].[OH-].[Na+].Cl. The catalyst is C1COCC1.O. The product is [Br:1][C:2]1[N:6]2[CH:7]=[C:8]([I:15])[CH:9]=[C:10]([C:11]([F:12])([F:13])[F:14])[C:5]2=[N:4][C:3]=1[C:16]([OH:18])=[O:17]. The yield is 0.820. (6) The product is [CH3:22][O:23][C:24]1[CH:25]=[CH:26][C:27]([N:30]2[CH2:35][CH2:34][N:33]([C:2]3[C:3]([C:16]4[CH:21]=[CH:20][CH:19]=[CH:18][CH:17]=4)=[N:4][C:5]4[C:10]([N:11]=3)=[CH:9][C:8]([C:12]([O:14][CH3:15])=[O:13])=[CH:7][CH:6]=4)[CH2:32][CH2:31]2)=[CH:28][CH:29]=1. The yield is 0.420. The catalyst is CN(C=O)C. The reactants are Br[C:2]1[C:3]([C:16]2[CH:21]=[CH:20][CH:19]=[CH:18][CH:17]=2)=[N:4][C:5]2[C:10]([N:11]=1)=[CH:9][C:8]([C:12]([O:14][CH3:15])=[O:13])=[CH:7][CH:6]=2.[CH3:22][O:23][C:24]1[CH:29]=[CH:28][C:27]([N:30]2[CH2:35][CH2:34][NH:33][CH2:32][CH2:31]2)=[CH:26][CH:25]=1.CCN(C(C)C)C(C)C. (7) The reactants are [H-].[Na+].[CH2:3]1[C:16]2[C:15]3[CH:14]=[CH:13][CH:12]=[CH:11][C:10]=3[NH:9][C:8]=2[CH2:7][CH2:6][N:5]([C:17]([O:19][C:20]([CH3:23])([CH3:22])[CH3:21])=[O:18])[CH2:4]1.[C:24]1(=[O:28])[O:27][CH2:26][CH2:25]1.C([O-])([O-])=O.[K+].[K+]. The catalyst is CN(C=O)C.O. The product is [C:20]([O:19][C:17]([N:5]1[CH2:4][CH2:3][C:16]2[C:15]3[CH:14]=[CH:13][CH:12]=[CH:11][C:10]=3[N:9]([CH2:26][CH2:25][C:24]([OH:28])=[O:27])[C:8]=2[CH2:7][CH2:6]1)=[O:18])([CH3:23])([CH3:22])[CH3:21]. The yield is 0.630. (8) The reactants are Cl[C:2]1[N:7]=[C:6]([NH:8][C@@H:9]([C:11]2[CH:16]=[CH:15][C:14]([CH3:17])=[CH:13][CH:12]=2)[CH3:10])[CH:5]=[N:4][CH:3]=1.[CH3:18][O:19][C:20]1[CH:25]=[C:24](B2OC(C)(C)C(C)(C)O2)[CH:23]=[CH:22][C:21]=1[OH:35]. No catalyst specified. The product is [CH3:18][O:19][C:20]1[CH:25]=[C:24]([C:2]2[CH:3]=[N:4][CH:5]=[C:6]([NH:8][C@@H:9]([C:11]3[CH:16]=[CH:15][C:14]([CH3:17])=[CH:13][CH:12]=3)[CH3:10])[N:7]=2)[CH:23]=[CH:22][C:21]=1[OH:35]. The yield is 0.0600. (9) The reactants are [N:1]1([CH2:7][CH2:8][CH2:9][OH:10])[CH2:6][CH2:5][NH:4][CH2:3][CH2:2]1.[C:11](O[C:11]([O:13][C:14]([CH3:17])([CH3:16])[CH3:15])=[O:12])([O:13][C:14]([CH3:17])([CH3:16])[CH3:15])=[O:12]. The catalyst is C1COCC1. The product is [OH:10][CH2:9][CH2:8][CH2:7][N:1]1[CH2:6][CH2:5][N:4]([C:11]([O:13][C:14]([CH3:17])([CH3:16])[CH3:15])=[O:12])[CH2:3][CH2:2]1. The yield is 0.870. (10) The reactants are Br[C:2]1[CH:3]=[C:4]([C:23]2[N:27]([C:28]3[CH:33]=[CH:32][CH:31]=[CH:30][CH:29]=3)[C:26]3[CH:34]=[CH:35][CH:36]=[CH:37][C:25]=3[N:24]=2)[CH:5]=[C:6]([C:8]2[N:12]([C:13]3[CH:18]=[CH:17][CH:16]=[CH:15][CH:14]=3)[C:11]3[CH:19]=[CH:20][CH:21]=[CH:22][C:10]=3[N:9]=2)[CH:7]=1.[B:38]1([B:38]2[O:42][C:41]([CH3:44])([CH3:43])[C:40]([CH3:46])([CH3:45])[O:39]2)[O:42][C:41]([CH3:44])([CH3:43])[C:40]([CH3:46])([CH3:45])[O:39]1.C([O-])(=O)C.[K+]. The catalyst is O1CCOCC1.C1C=CC(P(C2C=CC=CC=2)[C-]2C=CC=C2)=CC=1.C1C=CC(P(C2C=CC=CC=2)[C-]2C=CC=C2)=CC=1.Cl[Pd]Cl.[Fe+2]. The product is [CH3:45][C:40]1([CH3:46])[C:41]([CH3:44])([CH3:43])[O:42][B:38]([C:2]2[CH:3]=[C:4]([C:23]3[N:27]([C:28]4[CH:33]=[CH:32][CH:31]=[CH:30][CH:29]=4)[C:26]4[CH:34]=[CH:35][CH:36]=[CH:37][C:25]=4[N:24]=3)[CH:5]=[C:6]([C:8]3[N:12]([C:13]4[CH:18]=[CH:17][CH:16]=[CH:15][CH:14]=4)[C:11]4[CH:19]=[CH:20][CH:21]=[CH:22][C:10]=4[N:9]=3)[CH:7]=2)[O:39]1. The yield is 0.600.